Task: Predict which catalyst facilitates the given reaction.. Dataset: Catalyst prediction with 721,799 reactions and 888 catalyst types from USPTO (1) Reactant: [CH2:1]([O:4][C:5]1[CH:10]=[C:9]([Cl:11])[C:8]([CH2:12][C:13]2[CH:18]=[CH:17][C:16]([O:19][CH2:20][CH3:21])=[CH:15][CH:14]=2)=[CH:7][C:6]=1[C@H:22]1[C@H:27]([OH:28])[C@@H:26]([OH:29])[C@H:25]([OH:30])[C@@H:24]([CH2:31][OH:32])[O:23]1)[CH:2]=[CH2:3].[H-].[Na+].[CH2:35](Br)[C:36]1[CH:41]=[CH:40][CH:39]=[CH:38][CH:37]=1. The catalyst class is: 9. Product: [CH2:1]([O:4][C:5]1[CH:10]=[C:9]([Cl:11])[C:8]([CH2:12][C:13]2[CH:18]=[CH:17][C:16]([O:19][CH2:20][CH3:21])=[CH:15][CH:14]=2)=[CH:7][C:6]=1[C@H:22]1[C@H:27]([O:28][CH2:35][C:36]2[CH:41]=[CH:40][CH:39]=[CH:38][CH:37]=2)[C@@H:26]([O:29][CH2:35][C:36]2[CH:41]=[CH:40][CH:39]=[CH:38][CH:37]=2)[C@H:25]([O:30][CH2:12][C:13]2[CH:18]=[CH:17][CH:16]=[CH:15][CH:14]=2)[C@@H:24]([CH2:31][O:32][CH2:22][C:6]2[CH:7]=[CH:8][CH:9]=[CH:10][CH:5]=2)[O:23]1)[CH:2]=[CH2:3]. (2) Reactant: [N+:1]([C:4]1[CH:5]=[C:6]([CH:9]=[C:10]([N+:12]([O-])=O)[CH:11]=1)[C:7]#[N:8])([O-])=O. Product: [NH2:1][C:4]1[CH:5]=[C:6]([CH:9]=[C:10]([NH2:12])[CH:11]=1)[C:7]#[N:8]. The catalyst class is: 99.